This data is from hERG potassium channel inhibition data for cardiac toxicity prediction from Karim et al.. The task is: Regression/Classification. Given a drug SMILES string, predict its toxicity properties. Task type varies by dataset: regression for continuous values (e.g., LD50, hERG inhibition percentage) or binary classification for toxic/non-toxic outcomes (e.g., AMES mutagenicity, cardiotoxicity, hepatotoxicity). Dataset: herg_karim. (1) The compound is CC(C)CN(C(=O)c1cccc(F)c1C(F)(F)F)[C@H]1CCNC1. The result is 0 (non-blocker). (2) The compound is Cc1nc(C)c(-c2nnc(SCCCN3CCC4(CCc5ccc(F)cc54)C3)n2C)s1. The result is 1 (blocker). (3) The compound is CN(C)C(=O)[C@@H](c1ccc(-c2ccc(F)cc2)cc1)C([NH3+])C(=O)N1CCCC1. The result is 1 (blocker). (4) The drug is COc1cc(N2CCC3(CCN(C[C@H](O)c4ccc5c(c4C)COC5=O)CC3)C2=O)ccn1. The result is 1 (blocker). (5) The compound is Cc1ccc2c(N3CCN(CCc4cccc5c4OCc4c(C#N)ncn4-5)CC3)cccc2n1. The result is 1 (blocker).